This data is from Reaction yield outcomes from USPTO patents with 853,638 reactions. The task is: Predict the reaction yield, written as a fraction of the theoretical maximum amount of product (1.0 means a 100% yield; for example, 0.34 means a 34% yield). The reactants are [O:1]=[C:2]1[NH:6][C:5](=[O:7])[C:4](=[CH:8][C:9]2[CH:14]=[CH:13][C:12]([C:15]3[CH:20]=[CH:19][CH:18]=[C:17]([CH2:21][NH:22][C:23](=[O:29])[O:24][C:25]([CH3:28])([CH3:27])[CH3:26])[CH:16]=3)=[CH:11][CH:10]=2)[S:3]1.N1C=CC=CC=1.[Li+].[BH4-].Cl. The catalyst is C1COCC1. The product is [O:1]=[C:2]1[NH:6][C:5](=[O:7])[CH:4]([CH2:8][C:9]2[CH:10]=[CH:11][C:12]([C:15]3[CH:20]=[CH:19][CH:18]=[C:17]([CH2:21][NH:22][C:23](=[O:29])[O:24][C:25]([CH3:27])([CH3:26])[CH3:28])[CH:16]=3)=[CH:13][CH:14]=2)[S:3]1. The yield is 0.660.